This data is from Full USPTO retrosynthesis dataset with 1.9M reactions from patents (1976-2016). The task is: Predict the reactants needed to synthesize the given product. (1) Given the product [CH3:46][O:47][C:48]1[CH:49]=[C:50]([CH:95]=[CH:96][CH:97]=1)[CH2:51][N:52]1[CH:56]=[C:55]([C:57]2[C:65]3[C:60](=[N:61][CH:62]=[C:63]([C:66]4[CH:67]=[CH:68][C:69]([CH:72]5[CH2:77][CH2:76][N:75]([C:78]([O:80][C:81]([CH3:84])([CH3:82])[CH3:83])=[O:79])[CH2:74][CH2:73]5)=[CH:70][CH:71]=4)[CH:64]=3)[NH:59][CH:58]=2)[CH:54]=[N:53]1, predict the reactants needed to synthesize it. The reactants are: Cl.FC1C=C(C=CC=1)CN1C=C(C2C3C(=NC=C(C4C=CC(C5CCNCC5)=CC=4)C=3)N(S(C3C=CC(C)=CC=3)(=O)=O)C=2)C=N1.[CH3:46][O:47][C:48]1[CH:49]=[C:50]([CH:95]=[CH:96][CH:97]=1)[CH2:51][N:52]1[CH:56]=[C:55]([C:57]2[C:65]3[C:60](=[N:61][CH:62]=[C:63]([C:66]4[CH:71]=[CH:70][C:69]([CH:72]5[CH2:77][CH2:76][N:75]([C:78]([O:80][C:81]([CH3:84])([CH3:83])[CH3:82])=[O:79])[CH2:74][CH2:73]5)=[CH:68][CH:67]=4)[CH:64]=3)[N:59](S(C3C=CC(C)=CC=3)(=O)=O)[CH:58]=2)[CH:54]=[N:53]1.[OH-].[Li+]. (2) Given the product [ClH:41].[CH2:1]([N:8]1[C:12]2([CH2:17][CH2:16][N:15]([C:18](=[O:27])[CH2:19][CH2:20][C:21]3[CH:22]=[CH:23][CH:24]=[CH:25][CH:26]=3)[CH2:14][CH2:13]2)[NH:11][C@@H:10]([CH2:28][C:29]2[CH:34]=[CH:33][CH:32]=[CH:31][CH:30]=2)[C:9]1=[O:35])[C:2]1[CH:7]=[CH:6][CH:5]=[CH:4][CH:3]=1, predict the reactants needed to synthesize it. The reactants are: [CH2:1]([N:8]1[C:12]2([CH2:17][CH2:16][N:15]([C:18](=[O:27])[CH2:19][CH2:20][C:21]3[CH:26]=[CH:25][CH:24]=[CH:23][CH:22]=3)[CH2:14][CH2:13]2)[NH:11][C@@H:10]([CH2:28][C:29]2[CH:34]=[CH:33][CH:32]=[CH:31][CH:30]=2)[C:9]1=[O:35])[C:2]1[CH:7]=[CH:6][CH:5]=[CH:4][CH:3]=1.O.C[Si]([Cl:41])(C)C.CCOCC.